From a dataset of Full USPTO retrosynthesis dataset with 1.9M reactions from patents (1976-2016). Predict the reactants needed to synthesize the given product. Given the product [C:1]([O:5][C:6]([NH:8][C:9]1[CH:14]=[CH:13][C:12]([C:15]2[CH:16]=[CH:17][C:18]([NH:19][C:25]([C:24]3[CH:28]=[C:29]([N+:32]([O-:34])=[O:33])[CH:30]=[CH:31][C:23]=3[Cl:22])=[O:26])=[CH:20][CH:21]=2)=[CH:11][CH:10]=1)=[O:7])([CH3:4])([CH3:2])[CH3:3], predict the reactants needed to synthesize it. The reactants are: [C:1]([O:5][C:6]([NH:8][C:9]1[CH:14]=[CH:13][C:12]([C:15]2[CH:21]=[CH:20][C:18]([NH2:19])=[CH:17][CH:16]=2)=[CH:11][CH:10]=1)=[O:7])([CH3:4])([CH3:3])[CH3:2].[Cl:22][C:23]1[CH:31]=[CH:30][C:29]([N+:32]([O-:34])=[O:33])=[CH:28][C:24]=1[C:25](Cl)=[O:26].